This data is from Forward reaction prediction with 1.9M reactions from USPTO patents (1976-2016). The task is: Predict the product of the given reaction. Given the reactants [Br:1][C:2]1[CH:3]=[CH:4][C:5]([C:15]([OH:17])=O)=[N:6][C:7]=1[O:8][CH2:9][CH:10]1[CH2:14][CH2:13][CH2:12][O:11]1.[NH2:18][C@@H:19]([CH2:23][CH:24]([CH3:26])[CH3:25])[C:20]([NH2:22])=[O:21], predict the reaction product. The product is: [C:20]([C@@H:19]([NH:18][C:15]([C:5]1[CH:4]=[CH:3][C:2]([Br:1])=[C:7]([O:8][CH2:9][CH:10]2[CH2:14][CH2:13][CH2:12][O:11]2)[N:6]=1)=[O:17])[CH2:23][CH:24]([CH3:26])[CH3:25])(=[O:21])[NH2:22].